This data is from Full USPTO retrosynthesis dataset with 1.9M reactions from patents (1976-2016). The task is: Predict the reactants needed to synthesize the given product. (1) Given the product [Cl:1][C:2]1[CH:3]=[CH:4][C:5]2[N:11]([CH2:12][C:13]([CH3:14])([CH3:16])[CH3:15])[C:10](=[O:17])[C@@H:9]([CH2:18][C:19]([NH:21][C@H:22]([CH3:26])[C:23]([OH:25])=[O:24])=[O:20])[O:8][C@H:7]([C:27]3[CH:32]=[CH:31][CH:30]=[C:29]([O:33][CH3:34])[C:28]=3[O:35][CH3:36])[C:6]=2[CH:37]=1, predict the reactants needed to synthesize it. The reactants are: [Cl:1][C:2]1[CH:3]=[CH:4][C:5]2[N:11]([CH2:12][C:13]([CH3:16])([CH3:15])[CH3:14])[C:10](=[O:17])[C@@H:9]([CH2:18][C:19]([NH:21][C@H:22]([CH3:26])[C:23]([O-:25])=[O:24])=[O:20])[O:8][C@H:7]([C:27]3[CH:32]=[CH:31][CH:30]=[C:29]([O:33][CH3:34])[C:28]=3[O:35][CH3:36])[C:6]=2[CH:37]=1.FC(F)(F)C(O)=O. (2) Given the product [CH2:8]([O:15][C:16]([CH:17]1[CH2:18][C:19]2[N:20]([CH3:24])[CH:21]=[CH:22][C:23]=2[CH:3]2[CH:2]1[C:1](=[O:7])[NH:5][C:4]2=[O:6])=[O:25])[C:9]1[CH:10]=[CH:11][CH:12]=[CH:13][CH:14]=1, predict the reactants needed to synthesize it. The reactants are: [C:1]1(=[O:7])[NH:5][C:4](=[O:6])[CH:3]=[CH:2]1.[CH2:8]([O:15][C:16](=[O:25])[CH:17]=[CH:18][C:19]1[N:20]([CH3:24])[CH:21]=[CH:22][CH:23]=1)[C:9]1[CH:14]=[CH:13][CH:12]=[CH:11][CH:10]=1. (3) Given the product [OH:33][C:15]1[CH:14]=[C:13]([CH:18]=[CH:17][C:16]=1[N:19]1[CH2:20][C:21](=[O:32])[NH:22][S:23]1(=[O:25])=[O:24])[CH2:12][C:3]1[C:2]([NH:1][S:42]([CH3:41])(=[O:44])=[O:43])=[CH:11][C:10]2[C:5]([CH:4]=1)=[CH:6][CH:7]=[CH:8][CH:9]=2, predict the reactants needed to synthesize it. The reactants are: [NH2:1][C:2]1[C:3]([CH2:12][C:13]2[CH:18]=[CH:17][C:16]([N:19]3[S:23](=[O:25])(=[O:24])[N:22](CC[Si](C)(C)C)[C:21](=[O:32])[CH2:20]3)=[C:15]([O:33]CC3C=CC=CC=3)[CH:14]=2)=[CH:4][C:5]2[C:10]([CH:11]=1)=[CH:9][CH:8]=[CH:7][CH:6]=2.[CH3:41][S:42](Cl)(=[O:44])=[O:43]. (4) Given the product [CH3:1][CH:2]([CH3:22])[O:3][C:4]1[CH:5]=[CH:6][C:7]([CH:10]2[C:15]3=[N:16][S:17](=[O:21])(=[O:20])[CH2:18][CH2:19][N:14]3[CH2:13][CH2:12][CH2:11]2)=[CH:8][CH:9]=1, predict the reactants needed to synthesize it. The reactants are: [CH3:1][CH:2]([CH3:22])[O:3][C:4]1[CH:9]=[CH:8][C:7]([C:10]2[C:15]3=[N:16][S:17](=[O:21])(=[O:20])[CH2:18][CH2:19][N:14]3[CH:13]=[CH:12][CH:11]=2)=[CH:6][CH:5]=1. (5) Given the product [NH:20]1[CH2:21][CH2:22][CH:23]([O:26][C:1](=[O:2])[NH:8][C:12]2[CH:11]=[CH:36][C:30]([CH:27]([CH3:29])[CH3:28])=[CH:31][CH:32]=2)[CH2:24][CH2:25]1, predict the reactants needed to synthesize it. The reactants are: [C:1]([N:8]1[CH:12]=[CH:11]N=C1)(N1C=CN=C1)=[O:2].C(OC([N:20]1[CH2:25][CH2:24][CH:23]([OH:26])[CH2:22][CH2:21]1)=O)(C)(C)C.[CH:27]([C:30]1[CH:36]=CC(N)=[CH:32][CH:31]=1)([CH3:29])[CH3:28].C(O)(C(F)(F)F)=O.